This data is from Full USPTO retrosynthesis dataset with 1.9M reactions from patents (1976-2016). The task is: Predict the reactants needed to synthesize the given product. (1) Given the product [C:63]([O:66][CH:36]1[C:35](=[O:47])[C@H:32]([O:31][C:23](=[O:30])[C:24]2[CH:25]=[CH:26][CH:27]=[CH:28][CH:29]=2)[C@@H:33]([CH2:34][O:14][C:12](=[O:13])[C:11]2[CH:6]=[CH:7][CH:8]=[CH:9][CH:10]=2)[O:37]1)(=[O:65])[C:59]1[CH:58]=[CH:57][CH:62]=[CH:61][CH:60]=1, predict the reactants needed to synthesize it. The reactants are: CC(OI1(OC(C)=O)(OC(C)=O)[O:14][C:12](=[O:13])[C:11]2[CH:10]=[CH:9][CH:8]=[CH:7][C:6]1=2)=O.[C:23]([O:31][CH2:32][C@@H:33]1[O:37][CH:36](C2C=CC=CC=2C([O-])=O)[C@H:35]([OH:47])[C@@H:34]1C1C=CC=CC=1C([O-])=O)(=[O:30])[C:24]1[CH:29]=[CH:28][CH:27]=[CH:26][CH:25]=1.[CH3:57][CH2:58][CH2:59][CH2:60][CH2:61][CH3:62].[C:63]([O:66]CC)(=[O:65])C. (2) Given the product [F:1][C:2]1[CH:7]=[CH:6][C:5]([C:8]2[C:17]3[CH2:16][N:15]([C:18]([O:20][CH2:21][CH2:22][Si:23]([CH3:24])([CH3:25])[CH3:26])=[O:19])[CH2:14][C:13]([CH3:28])([CH3:27])[C:12]=3[N:11]=[C:10]([CH:29]([CH3:30])[CH3:31])[C:9]=2[CH:32]=[O:33])=[CH:4][CH:3]=1, predict the reactants needed to synthesize it. The reactants are: [F:1][C:2]1[CH:7]=[CH:6][C:5]([C:8]2[C:17]3[CH2:16][N:15]([C:18]([O:20][CH2:21][CH2:22][Si:23]([CH3:26])([CH3:25])[CH3:24])=[O:19])[CH2:14][C:13]([CH3:28])([CH3:27])[C:12]=3[N:11]=[C:10]([CH:29]([CH3:31])[CH3:30])[C:9]=2[CH2:32][OH:33])=[CH:4][CH:3]=1.C[N+]1([O-])CCOCC1. (3) Given the product [Cl:1][C:2]1[CH:7]=[C:6]([C:8]2[N:12]=[C:11]([CH3:13])[O:10][N:9]=2)[CH:5]=[CH:4][C:3]=1[C:14]1[C:25](=[O:26])[N:24]([CH2:27][CH3:28])[C:17]2[N:18]=[C:19]([NH:40][C:39]3[CH:38]=[CH:37][C:36]([N:33]4[CH2:32][CH2:31][N:30]([CH3:29])[CH2:35][CH2:34]4)=[CH:42][CH:41]=3)[N:20]=[CH:21][C:16]=2[CH:15]=1, predict the reactants needed to synthesize it. The reactants are: [Cl:1][C:2]1[CH:7]=[C:6]([C:8]2[N:12]=[C:11]([CH3:13])[O:10][N:9]=2)[CH:5]=[CH:4][C:3]=1[C:14]1[C:25](=[O:26])[N:24]([CH2:27][CH3:28])[C:17]2[N:18]=[C:19](SC)[N:20]=[CH:21][C:16]=2[CH:15]=1.[CH3:29][N:30]1[CH2:35][CH2:34][N:33]([C:36]2[CH:42]=[CH:41][C:39]([NH2:40])=[CH:38][CH:37]=2)[CH2:32][CH2:31]1. (4) Given the product [F:18][C:19]1[CH:20]=[C:21]([C:2]2[CH:3]=[C:4]([CH:9]=[CH:10][N:11]=2)[C:5]([O:7][CH3:8])=[O:6])[CH:22]=[CH:23][C:24]=1[C:25]([F:26])([F:27])[F:28], predict the reactants needed to synthesize it. The reactants are: Cl[C:2]1[CH:3]=[C:4]([CH:9]=[CH:10][N:11]=1)[C:5]([O:7][CH3:8])=[O:6].C(=O)([O-])[O-].[K+].[K+].[F:18][C:19]1[CH:20]=[C:21](B2OC(C)(C)C(C)(C)O2)[CH:22]=[CH:23][C:24]=1[C:25]([F:28])([F:27])[F:26]. (5) Given the product [N:37]1[CH:42]=[CH:41][C:40]([C:43]([NH:1][C:2]2[CH:7]=[CH:6][C:5]([CH2:8][NH:9][C:10](=[O:36])[C:11]3[CH:16]=[CH:15][CH:14]=[C:13]([NH:17][C:18]([C:20]4[C:21]([C:26]5[CH:27]=[CH:28][C:29]([C:32]([F:33])([F:34])[F:35])=[CH:30][CH:31]=5)=[CH:22][CH:23]=[CH:24][CH:25]=4)=[O:19])[CH:12]=3)=[CH:4][CH:3]=2)=[O:44])=[N:39][CH:38]=1, predict the reactants needed to synthesize it. The reactants are: [NH2:1][C:2]1[CH:7]=[CH:6][C:5]([CH2:8][NH:9][C:10](=[O:36])[C:11]2[CH:16]=[CH:15][CH:14]=[C:13]([NH:17][C:18]([C:20]3[C:21]([C:26]4[CH:31]=[CH:30][C:29]([C:32]([F:35])([F:34])[F:33])=[CH:28][CH:27]=4)=[CH:22][CH:23]=[CH:24][CH:25]=3)=[O:19])[CH:12]=2)=[CH:4][CH:3]=1.[N:37]1[CH:42]=[CH:41][C:40]([C:43](O)=[O:44])=[N:39][CH:38]=1.C(P(O)(=O)O)CC.CN1CCOCC1. (6) The reactants are: Br[C:2]1[C:3]2[N:4]([CH:11]=[CH:12][N:13]=2)[N:5]=[C:6]([Cl:10])[C:7]=1[CH2:8][CH3:9].[NH2:14][C:15]1[CH:20]=[CH:19][CH:18]=[CH:17][CH:16]=1.CC(C)([O-])C.[K+]. Given the product [Cl:10][C:6]1[C:7]([CH2:8][CH3:9])=[C:2]([NH:14][C:15]2[CH:20]=[CH:19][CH:18]=[CH:17][CH:16]=2)[C:3]2[N:4]([CH:11]=[CH:12][N:13]=2)[N:5]=1, predict the reactants needed to synthesize it. (7) Given the product [CH:26]1([C:24](=[O:25])[C:9]#[C:8][Si:3]([CH3:1])([CH3:4])[CH3:6])[CH2:32][CH2:31][CH2:30][CH2:29][CH2:28][CH2:27]1, predict the reactants needed to synthesize it. The reactants are: [CH2:1]([Si:3]([C:8]#[CH:9])([CH2:6]C)[CH2:4]C)C.[Li]CCCC.CCCCCC.CON(C)[C:24]([CH:26]1[CH2:32][CH2:31][CH2:30][CH2:29][CH2:28][CH2:27]1)=[O:25].